This data is from Forward reaction prediction with 1.9M reactions from USPTO patents (1976-2016). The task is: Predict the product of the given reaction. Given the reactants CN1C=CN=C1.[CH:7]1([CH2:12][C@H:13]([CH2:30][N:31]([CH:39]=[O:40])[O:32][CH:33]2[CH2:38][CH2:37][CH2:36][CH2:35][O:34]2)[C:14]([N:16]2[CH:20]([C:21]([OH:23])=O)[CH2:19][CH2:18][N:17]2[C:24]([O:26][CH2:27][CH:28]=[CH2:29])=[O:25])=[O:15])[CH2:11][CH2:10][CH2:9][CH2:8]1.S(Cl)(C)(=O)=O.[CH3:46][O:47][C:48]1[CH:49]=[N:50][C:51]([NH2:54])=[N:52][CH:53]=1, predict the reaction product. The product is: [CH:7]1([CH2:12][C@H:13]([CH2:30][N:31]([CH:39]=[O:40])[O:32][CH:33]2[CH2:38][CH2:37][CH2:36][CH2:35][O:34]2)[C:14]([N:16]2[C@H:20]([C:21]([NH:54][C:51]3[N:52]=[CH:53][C:48]([O:47][CH3:46])=[CH:49][N:50]=3)=[O:23])[CH2:19][CH2:18][N:17]2[C:24]([O:26][CH2:27][CH:28]=[CH2:29])=[O:25])=[O:15])[CH2:11][CH2:10][CH2:9][CH2:8]1.